From a dataset of Forward reaction prediction with 1.9M reactions from USPTO patents (1976-2016). Predict the product of the given reaction. (1) Given the reactants [OH:1][N:2]=[C:3]([C:5]1[CH:13]=[CH:12][C:11]2[N:10]3[CH2:14][CH2:15][CH:16]([CH2:17][C:18]([O:20]C(C)(C)C)=[O:19])[C:9]3=[CH:8][C:7]=2[CH:6]=1)[NH2:4].[C:25]([C:27]1[CH:28]=[C:29]([CH:33]=[CH:34][CH:35]=1)[C:30](Cl)=O)#[N:26], predict the reaction product. The product is: [C:25]([C:27]1[CH:28]=[C:29]([C:30]2[O:1][N:2]=[C:3]([C:5]3[CH:13]=[CH:12][C:11]4[N:10]5[CH2:14][CH2:15][CH:16]([CH2:17][C:18]([OH:20])=[O:19])[C:9]5=[CH:8][C:7]=4[CH:6]=3)[N:4]=2)[CH:33]=[CH:34][CH:35]=1)#[N:26]. (2) Given the reactants [CH3:1][CH2:2][CH2:3][CH2:4][CH2:5][CH2:6][CH2:7][CH2:8][CH2:9][CH2:10][CH2:11][CH2:12][CH2:13][CH2:14][CH2:15][C:16]([O:18][CH2:19][C@@H:20]([O:33][C:34]([CH2:36][CH2:37][CH2:38][CH2:39][CH2:40][CH2:41][CH2:42][CH2:43][CH2:44][CH2:45][CH2:46][CH2:47][CH2:48][CH2:49][CH3:50])=[O:35])[CH2:21][O:22][P:23]([O:26][CH2:27][CH2:28][N+:29]([CH3:32])([CH3:31])[CH3:30])([O-:25])=[O:24])=[O:17].[C:51]([O-:63])(=[O:62])[CH2:52][C:53]([CH2:58][C:59]([O-:61])=[O:60])([C:55]([O-:57])=[O:56])[OH:54].[CH3:64][CH2:65][C@@H:66]([C@H:68]([NH:324][C:325]([C@@H:327]([NH:333][C:334]([C@@H:336]([NH:339][C:340]([C@@H:342]([NH:346][C:347]([C@@H:349]([NH2:352])[CH2:350][OH:351])=[O:348])[CH:343]([CH3:345])[CH3:344])=[O:341])[CH2:337][OH:338])=[O:335])[CH2:328][CH2:329][C:330]([OH:332])=[O:331])=[O:326])[C:69]([NH:71][C@H:72]([C:78]([NH:80][C@H:81]([C:86]([NH:88][C@H:89]([C:94]([NH:96][C@H:97]([C:104]([NH:106][C@H:107]([C:112]([NH:114][C@H:115]([C:120]([NH:122][CH2:123][C:124]([NH:126][C@H:127]([C:133]([NH:135][C@H:136]([C:143]([NH:145][C@H:146]([C:151]([NH:153][C@H:154]([C:159]([NH:161][C@H:162]([C:165]([NH:167][C@H:168]([C:173]([NH:175][C@H:176]([C:182]([NH:184][C@H:185]([C:193]([NH:195][C@H:196]([C:200]([NH:202][C@H:203]([C:209]([NH:211][C@H:212]([C:223]([NH:225][C@H:226]([C:231]([NH:233][C@H:234]([C:242]([NH:244][C@H:245]([C:251]([NH:253][C@H:254]([C:260]([NH:262][C@H:263]([C:268]([NH:270][C@H:271]([C:277]([NH:279][C@H:280]([C:285]([NH:287][C@H:288]([C:292]([NH:294][C@H:295]([C:302]([NH:304][C@H:305]([C:310]([NH:312][C@H:313]([C:321]([OH:323])=[O:322])[CH2:314][C:315]1[CH:316]=[CH:317][CH:318]=[CH:319][CH:320]=1)=[O:311])[CH2:306][C:307]([NH2:309])=[O:308])=[O:303])[CH2:296][C:297]1[NH:301][CH:300]=[N:299][CH:298]=1)=[O:293])[CH:289]([CH3:291])[CH3:290])=[O:286])[CH2:281][C:282]([OH:284])=[O:283])=[O:278])[CH2:272][CH2:273][C:274]([NH2:276])=[O:275])=[O:269])[CH2:264][CH:265]([CH3:267])[CH3:266])=[O:261])[CH2:255][CH2:256][CH2:257][CH2:258][NH2:259])=[O:252])[CH2:246][CH2:247][CH2:248][CH2:249][NH2:250])=[O:243])[CH2:235][CH2:236][CH2:237][NH:238][C:239]([NH2:241])=[NH:240])=[O:232])[CH2:227][CH:228]([CH3:230])[CH3:229])=[O:224])[CH2:213][C:214]1[C:218]2[CH:219]=[CH:220][CH:221]=[CH:222][C:217]=2[NH:216][CH:215]=1)=[O:210])[CH2:204][CH2:205][C:206]([OH:208])=[O:207])=[O:201])[CH:197]([CH3:199])[CH3:198])=[O:194])[CH2:186][CH2:187][CH2:188][NH:189][C:190]([NH2:192])=[NH:191])=[O:183])[CH2:177][CH2:178][C:179]([OH:181])=[O:180])=[O:174])[CH2:169][CH2:170][S:171][CH3:172])=[O:166])[CH2:163][OH:164])=[O:160])[CH2:155][C:156]([NH2:158])=[O:157])=[O:152])[CH2:147][CH:148]([CH3:150])[CH3:149])=[O:144])[CH2:137][C:138]1[NH:142][CH:141]=[N:140][CH:139]=1)=[O:134])[CH2:128][CH2:129][CH2:130][CH2:131][NH2:132])=[O:125])=[O:121])[CH2:116][CH:117]([CH3:119])[CH3:118])=[O:113])[CH2:108][C:109]([NH2:111])=[O:110])=[O:105])[CH2:98][C:99]1[NH:103][CH:102]=[N:101][CH:100]=1)=[O:95])[CH2:90][CH2:91][S:92][CH3:93])=[O:87])[CH2:82][CH:83]([CH3:85])[CH3:84])=[O:79])[CH2:73][CH2:74][C:75]([NH2:77])=[O:76])=[O:70])[CH3:67], predict the reaction product. The product is: [CH3:1][CH2:2][CH2:3][CH2:4][CH2:5][CH2:6][CH2:7][CH2:8][CH2:9][CH2:10][CH2:11][CH2:12][CH2:13][CH2:14][CH2:15][C:16]([O:18][CH2:19][C@@H:20]([O:33][C:34]([CH2:36][CH2:37][CH2:38][CH2:39][CH2:40][CH2:41][CH2:42][CH2:43][CH2:44][CH2:45][CH2:46][CH2:47][CH2:48][CH2:49][CH3:50])=[O:35])[CH2:21][O:22][P:23]([O:26][CH2:27][CH2:28][N+:29]([CH3:32])([CH3:31])[CH3:30])([O-:25])=[O:24])=[O:17].[C:51]([O-:63])(=[O:62])[CH2:52][C:53]([CH2:58][C:59]([O-:61])=[O:60])([C:55]([O-:57])=[O:56])[OH:54].[CH3:64][CH2:65][C@@H:66]([C@H:68]([NH:324][C:325]([C@@H:327]([NH:333][C:334]([C@@H:336]([NH:339][C:340]([C@@H:342]([NH:346][C:347]([C@@H:349]([NH2:352])[CH2:350][OH:351])=[O:348])[CH:343]([CH3:345])[CH3:344])=[O:341])[CH2:337][OH:338])=[O:335])[CH2:328][CH2:329][C:330]([OH:332])=[O:331])=[O:326])[C:69]([NH:71][C@H:72]([C:78]([NH:80][C@H:81]([C:86]([NH:88][C@H:89]([C:94]([NH:96][C@H:97]([C:104]([NH:106][C@H:107]([C:112]([NH:114][C@H:115]([C:120]([NH:122][CH2:123][C:124]([NH:126][C@H:127]([C:133]([NH:135][C@H:136]([C:143]([NH:145][C@H:146]([C:151]([NH:153][C@H:154]([C:159]([NH:161][C@H:162]([C:165]([NH:167][C@H:168]([C:173]([NH:175][C@H:176]([C:182]([NH:184][C@H:185]([C:193]([NH:195][C@H:196]([C:200]([NH:202][C@H:203]([C:209]([NH:211][C@H:212]([C:223]([NH:225][C@H:226]([C:231]([NH:233][C@H:234]([C:242]([NH:244][C@H:245]([C:251]([NH:253][C@H:254]([C:260]([NH:262][C@H:263]([C:268]([NH:270][C@H:271]([C:277]([NH:279][C@H:280]([C:285]([NH:287][C@H:288]([C:292]([NH:294][C@H:295]([C:302]([NH:304][C@H:305]([C:310]([NH:312][C@H:313]([C:321]([OH:323])=[O:322])[CH2:314][C:315]1[CH:316]=[CH:317][CH:318]=[CH:319][CH:320]=1)=[O:311])[CH2:306][C:307]([NH2:309])=[O:308])=[O:303])[CH2:296][C:297]1[NH:301][CH:300]=[N:299][CH:298]=1)=[O:293])[CH:289]([CH3:291])[CH3:290])=[O:286])[CH2:281][C:282]([OH:284])=[O:283])=[O:278])[CH2:272][CH2:273][C:274]([NH2:276])=[O:275])=[O:269])[CH2:264][CH:265]([CH3:267])[CH3:266])=[O:261])[CH2:255][CH2:256][CH2:257][CH2:258][NH2:259])=[O:252])[CH2:246][CH2:247][CH2:248][CH2:249][NH2:250])=[O:243])[CH2:235][CH2:236][CH2:237][NH:238][C:239]([NH2:241])=[NH:240])=[O:232])[CH2:227][CH:228]([CH3:230])[CH3:229])=[O:224])[CH2:213][C:214]1[C:218]2[CH:219]=[CH:220][CH:221]=[CH:222][C:217]=2[NH:216][CH:215]=1)=[O:210])[CH2:204][CH2:205][C:206]([OH:208])=[O:207])=[O:201])[CH:197]([CH3:198])[CH3:199])=[O:194])[CH2:186][CH2:187][CH2:188][NH:189][C:190]([NH2:192])=[NH:191])=[O:183])[CH2:177][CH2:178][C:179]([OH:181])=[O:180])=[O:174])[CH2:169][CH2:170][S:171][CH3:172])=[O:166])[CH2:163][OH:164])=[O:160])[CH2:155][C:156]([NH2:158])=[O:157])=[O:152])[CH2:147][CH:148]([CH3:149])[CH3:150])=[O:144])[CH2:137][C:138]1[NH:142][CH:141]=[N:140][CH:139]=1)=[O:134])[CH2:128][CH2:129][CH2:130][CH2:131][NH2:132])=[O:125])=[O:121])[CH2:116][CH:117]([CH3:118])[CH3:119])=[O:113])[CH2:108][C:109]([NH2:111])=[O:110])=[O:105])[CH2:98][C:99]1[NH:103][CH:102]=[N:101][CH:100]=1)=[O:95])[CH2:90][CH2:91][S:92][CH3:93])=[O:87])[CH2:82][CH:83]([CH3:85])[CH3:84])=[O:79])[CH2:73][CH2:74][C:75]([NH2:77])=[O:76])=[O:70])[CH3:67]. (3) Given the reactants [CH2:1]([O:3][C:4]1([C:11]([OH:13])=[O:12])[CH2:9][CH2:8][C:7](=[O:10])[CH2:6][CH2:5]1)[CH3:2].C(=O)([O-])[O-].[K+].[K+].[CH2:20](Br)[C:21]1[CH:26]=[CH:25][CH:24]=[CH:23][CH:22]=1, predict the reaction product. The product is: [CH2:1]([O:3][C:4]1([C:11]([O:13][CH2:20][C:21]2[CH:26]=[CH:25][CH:24]=[CH:23][CH:22]=2)=[O:12])[CH2:5][CH2:6][C:7](=[O:10])[CH2:8][CH2:9]1)[CH3:2].